From a dataset of Forward reaction prediction with 1.9M reactions from USPTO patents (1976-2016). Predict the product of the given reaction. (1) Given the reactants [CH3:1][C:2]1[CH:11]=[CH:10][C:5]([C:6]([O:8][CH3:9])=[O:7])=[CH:4][N:3]=1.[Br:12]N1C(=O)CCC1=O.C(OOC(=O)C1C=CC=CC=1)(=O)C1C=CC=CC=1, predict the reaction product. The product is: [Br:12][CH2:1][C:2]1[CH:11]=[CH:10][C:5]([C:6]([O:8][CH3:9])=[O:7])=[CH:4][N:3]=1. (2) The product is: [I:1][C:2]1[CH:3]=[C:4]([CH:8]2[C:12]3[CH:13]=[N:14][C:15]([O:17][CH3:18])=[CH:16][C:11]=3[C:10]([C:19]([NH2:23])=[O:21])=[N:9]2)[CH:5]=[CH:6][CH:7]=1. Given the reactants [I:1][C:2]1[CH:3]=[C:4]([CH:8]2[C:12]3[CH:13]=[N:14][C:15]([O:17][CH3:18])=[CH:16][C:11]=3[C:10]([C:19]([O:21]C)=O)=[N:9]2)[CH:5]=[CH:6][CH:7]=1.[NH3:23], predict the reaction product. (3) Given the reactants [N+:1]([C:4]1[CH:25]=[CH:24][C:7]([CH2:8][NH:9][C:10]([CH:12]2[N:16]([C:17]([O:19][C:20]([CH3:23])([CH3:22])[CH3:21])=[O:18])[CH2:15][CH2:14][S:13]2)=[O:11])=[CH:6][CH:5]=1)([O-])=O.O.NN, predict the reaction product. The product is: [NH2:1][C:4]1[CH:25]=[CH:24][C:7]([CH2:8][NH:9][C:10]([CH:12]2[N:16]([C:17]([O:19][C:20]([CH3:21])([CH3:23])[CH3:22])=[O:18])[CH2:15][CH2:14][S:13]2)=[O:11])=[CH:6][CH:5]=1. (4) Given the reactants [Cl:1][C:2]1[CH:8]=[C:7]([O:9][C:10]2[C:19]3[C:14](=[CH:15][C:16]([O:22][CH3:23])=[C:17]([O:20][CH3:21])[CH:18]=3)[N:13]=[CH:12][N:11]=2)[CH:6]=[CH:5][C:3]=1[NH2:4].Cl[C:25](Cl)([O:27][C:28](=[O:34])OC(Cl)(Cl)Cl)Cl.[CH:36]1([CH2:42]CO)[CH2:41][CH2:40][CH2:39][CH2:38][CH2:37]1.C(=O)(O)[O-].[Na+], predict the reaction product. The product is: [Cl:1][C:2]1[CH:8]=[C:7]([O:9][C:10]2[C:19]3[C:14](=[CH:15][C:16]([O:22][CH3:23])=[C:17]([O:20][CH3:21])[CH:18]=3)[N:13]=[CH:12][N:11]=2)[CH:6]=[CH:5][C:3]=1[NH:4][C:28](=[O:34])[O:27][CH2:25][CH2:42][CH:36]1[CH2:41][CH2:40][CH2:39][CH2:38][CH2:37]1. (5) Given the reactants [NH2:1][C:2]1[C:11]2[C:6](=[CH:7][CH:8]=[CH:9][CH:10]=2)[CH:5]=[CH:4][C:3]=1[C:12]([OH:21])([C:17]([F:20])([F:19])[F:18])[C:13]([F:16])([F:15])[F:14].[F:22][C:23]([F:35])([F:34])[O:24][C:25]1[CH:33]=[CH:32][C:28]([C:29](Cl)=[O:30])=[CH:27][CH:26]=1, predict the reaction product. The product is: [F:20][C:17]([F:18])([F:19])[C:12]([C:3]1[CH:4]=[CH:5][C:6]2[C:11](=[CH:10][CH:9]=[CH:8][CH:7]=2)[C:2]=1[NH:1][C:29](=[O:30])[C:28]1[CH:32]=[CH:33][C:25]([O:24][C:23]([F:22])([F:34])[F:35])=[CH:26][CH:27]=1)([OH:21])[C:13]([F:14])([F:15])[F:16]. (6) Given the reactants [CH2:1]([O:3][C:4](=[O:18])[CH:5]([O:15][CH2:16][CH3:17])[CH2:6][C:7]1[CH:12]=[CH:11][C:10]([OH:13])=[CH:9][C:8]=1[CH3:14])[CH3:2].[CH:19]([C:22]1[CH:27]=[CH:26][C:25]([C:28]2[S:29][CH:30]=[C:31]([CH2:33][CH2:34]O)[N:32]=2)=[CH:24][CH:23]=1)([CH3:21])[CH3:20].C1(P(C2C=CC=CC=2)C2C=CC=CC=2)C=CC=CC=1.N(C(OCC)=O)=NC(OCC)=O, predict the reaction product. The product is: [CH2:1]([O:3][C:4](=[O:18])[CH:5]([O:15][CH2:16][CH3:17])[CH2:6][C:7]1[CH:12]=[CH:11][C:10]([O:13][CH2:34][CH2:33][C:31]2[N:32]=[C:28]([C:25]3[CH:26]=[CH:27][C:22]([CH:19]([CH3:20])[CH3:21])=[CH:23][CH:24]=3)[S:29][CH:30]=2)=[CH:9][C:8]=1[CH3:14])[CH3:2]. (7) Given the reactants C1C=CC(P(C2C(C3C(P(C4C=CC=CC=4)C4C=CC=CC=4)=CC=C4C=3C=CC=C4)=C3C(C=CC=C3)=CC=2)C2C=CC=CC=2)=CC=1.C(=O)([O-])[O-].[Cs+].[Cs+].[C:53]([N:60]1[CH2:65][CH2:64][NH:63][CH2:62][CH2:61]1)([O:55][C:56]([CH3:59])([CH3:58])[CH3:57])=[O:54].[CH2:66]([C:73]1[C:77]2[CH:78]=[C:79]([CH3:83])[CH:80]=[C:81](Br)[C:76]=2[O:75][C:74]=1[C:84]#[N:85])[C:67]1[CH:72]=[CH:71][CH:70]=[CH:69][CH:68]=1, predict the reaction product. The product is: [C:56]([O:55][C:53]([N:60]1[CH2:61][CH2:62][N:63]([C:81]2[C:76]3[O:75][C:74]([C:84]#[N:85])=[C:73]([CH2:66][C:67]4[CH:72]=[CH:71][CH:70]=[CH:69][CH:68]=4)[C:77]=3[CH:78]=[C:79]([CH3:83])[CH:80]=2)[CH2:64][CH2:65]1)=[O:54])([CH3:59])([CH3:58])[CH3:57].